From a dataset of Full USPTO retrosynthesis dataset with 1.9M reactions from patents (1976-2016). Predict the reactants needed to synthesize the given product. (1) The reactants are: [CH3:1][C:2]1[CH:11]=[CH:10][C:9]2[C:4](=[CH:5][CH:6]=[CH:7][C:8]=2[N:12]2[CH2:17][CH2:16][N:15]([CH2:18][CH2:19][C:20]3[CH:21]=[C:22]([CH:24]=[CH:25][CH:26]=3)[NH2:23])[CH2:14][CH2:13]2)[N:3]=1.[Cl:27][CH2:28][CH2:29][CH2:30][N:31]=[C:32]=[O:33]. Given the product [ClH:27].[ClH:27].[CH3:1][C:2]1[CH:11]=[CH:10][C:9]2[C:4](=[CH:5][CH:6]=[CH:7][C:8]=2[N:12]2[CH2:13][CH2:14][N:15]([CH2:18][CH2:19][C:20]3[CH:21]=[C:22]([N:23]4[CH2:28][CH2:29][CH2:30][NH:31][C:32]4=[O:33])[CH:24]=[CH:25][CH:26]=3)[CH2:16][CH2:17]2)[N:3]=1, predict the reactants needed to synthesize it. (2) Given the product [Cl:30][C:29]1[CH:28]=[C:27]([CH:37]=[CH:3][C:2]=1[Cl:1])[CH2:4][CH2:5][NH:6][C:7]1[CH:8]=[CH:9][C:10]([O:13][C:14]2[CH:15]=[CH:16][C:17]([CH2:20][CH2:34][C:33]([OH:36])=[O:35])=[CH:18][CH:19]=2)=[N:11][CH:12]=1, predict the reactants needed to synthesize it. The reactants are: [Cl:1][C:2]1[CH:3]=[C:4]([CH:27]=[CH:28][C:29]=1[Cl:30])[CH2:5][NH:6][C:7]1[CH:8]=[CH:9][C:10]([O:13][C:14]2[CH:19]=[CH:18][C:17]([CH2:20]CC(OCC)=O)=[CH:16][CH:15]=2)=[N:11][CH:12]=1.C=O.[C:33]([OH:36])(=[O:35])[CH3:34].[C:37]([BH3-])#N.[Na+].[OH-].[Na+].Cl. (3) Given the product [Cl:27][C:17]1[C:16]2[C:11](=[C:12]([CH3:22])[C:13]([O:20][CH3:21])=[CH:14][CH:15]=2)[N:10]=[C:9]([C:6]2[S:7][CH:8]=[C:4]([CH:1]([CH3:3])[CH3:2])[N:5]=2)[CH:18]=1, predict the reactants needed to synthesize it. The reactants are: [CH:1]([C:4]1[N:5]=[C:6]([C:9]2[CH:18]=[C:17](O)[C:16]3[C:11](=[C:12]([CH3:22])[C:13]([O:20][CH3:21])=[CH:14][CH:15]=3)[N:10]=2)[S:7][CH:8]=1)([CH3:3])[CH3:2].[OH-].[Na+].O=P(Cl)(Cl)[Cl:27]. (4) Given the product [F:32][C:31]([F:34])([F:33])[S:28]([O:1][C:2]1[C:6]([CH3:8])([CH3:7])[O:5][C:4](=[O:9])[C:3]=1[C:10]1[CH:11]=[CH:12][C:13]([O:16][CH2:17][C:18]2[CH:27]=[CH:26][C:25]3[C:20](=[CH:21][CH:22]=[CH:23][CH:24]=3)[N:19]=2)=[CH:14][CH:15]=1)(=[O:30])=[O:29], predict the reactants needed to synthesize it. The reactants are: [OH:1][C:2]1[C:6]([CH3:8])([CH3:7])[O:5][C:4](=[O:9])[C:3]=1[C:10]1[CH:15]=[CH:14][C:13]([O:16][CH2:17][C:18]2[CH:27]=[CH:26][C:25]3[C:20](=[CH:21][CH:22]=[CH:23][CH:24]=3)[N:19]=2)=[CH:12][CH:11]=1.[S:28](O[S:28]([C:31]([F:34])([F:33])[F:32])(=[O:30])=[O:29])([C:31]([F:34])([F:33])[F:32])(=[O:30])=[O:29]. (5) The reactants are: [CH:1]1[C:10]2[C:5](=[CH:6][CH:7]=[CH:8][CH:9]=2)[CH:4]=[CH:3][C:2]=1[CH2:11][O:12][CH:13]1[CH:18]([C:19]2[CH:24]=[CH:23][C:22]([CH2:25][C:26]3[O:27][C:28]([C:31]4[CH:36]=[CH:35][CH:34]=[CH:33][CH:32]=4)=[N:29][N:30]=3)=[CH:21][CH:20]=2)[CH2:17][CH2:16][N:15](C(OC(C)(C)C)=O)[CH2:14]1.[F:44][C:45]([F:50])([F:49])[C:46]([OH:48])=[O:47]. Given the product [F:44][C:45]([F:50])([F:49])[C:46]([OH:48])=[O:47].[CH:1]1[C:10]2[C:5](=[CH:6][CH:7]=[CH:8][CH:9]=2)[CH:4]=[CH:3][C:2]=1[CH2:11][O:12][CH:13]1[CH:18]([C:19]2[CH:24]=[CH:23][C:22]([CH2:25][C:26]3[O:27][C:28]([C:31]4[CH:36]=[CH:35][CH:34]=[CH:33][CH:32]=4)=[N:29][N:30]=3)=[CH:21][CH:20]=2)[CH2:17][CH2:16][NH:15][CH2:14]1, predict the reactants needed to synthesize it. (6) Given the product [Cl:23][C:24]1[CH:30]=[CH:29][C:27]([NH:28][C:2]2[CH:7]=[C:6]([CH3:8])[N:5]=[C:4]([C:9]3[CH:14]=[CH:13][CH:12]=[C:11]([Cl:15])[N:10]=3)[N:3]=2)=[CH:26][CH:25]=1, predict the reactants needed to synthesize it. The reactants are: Cl[C:2]1[CH:7]=[C:6]([CH3:8])[N:5]=[C:4]([C:9]2[CH:14]=[CH:13][CH:12]=[C:11]([Cl:15])[N:10]=2)[N:3]=1.C(N(CC)CC)C.[Cl:23][C:24]1[CH:30]=[CH:29][C:27]([NH2:28])=[CH:26][CH:25]=1.